This data is from Peptide-MHC class I binding affinity with 185,985 pairs from IEDB/IMGT. The task is: Regression. Given a peptide amino acid sequence and an MHC pseudo amino acid sequence, predict their binding affinity value. This is MHC class I binding data. (1) The peptide sequence is KMIYDLNAVT. The MHC is HLA-A02:03 with pseudo-sequence HLA-A02:03. The binding affinity (normalized) is 0.604. (2) The peptide sequence is MRDLRQHEV. The MHC is HLA-A29:02 with pseudo-sequence HLA-A29:02. The binding affinity (normalized) is 0.0847. (3) The peptide sequence is DAVVADLSA. The MHC is HLA-A68:02 with pseudo-sequence HLA-A68:02. The binding affinity (normalized) is 0.219. (4) The peptide sequence is RYLKDQQLL. The MHC is HLA-A68:01 with pseudo-sequence HLA-A68:01. The binding affinity (normalized) is 0. (5) The peptide sequence is NESGRLIDF. The MHC is HLA-B07:02 with pseudo-sequence HLA-B07:02. The binding affinity (normalized) is 0.0847. (6) The peptide sequence is KPDKIYGKI. The binding affinity (normalized) is 0.181. The MHC is H-2-Ld with pseudo-sequence H-2-Ld. (7) The peptide sequence is ELENKKVEYV. The MHC is HLA-A02:01 with pseudo-sequence HLA-A02:01. The binding affinity (normalized) is 0.0317.